This data is from Reaction yield outcomes from USPTO patents with 853,638 reactions. The task is: Predict the reaction yield, written as a fraction of the theoretical maximum amount of product (1.0 means a 100% yield; for example, 0.34 means a 34% yield). (1) The reactants are [Cl:1][C:2]1[CH:7]=[C:6]([Cl:8])[CH:5]=[C:4]([Cl:9])[C:3]=1Br.[CH3:11][O:12][C:13]1[CH:18]=[CH:17][CH:16]=[CH:15][C:14]=1B(O)O.C(=O)([O-])[O-].[K+].[K+].CC1C=CC(S(OCC2CC3C(C4C=CC=CC=4)=CC=CC=3O2)(=O)=O)=CC=1. The catalyst is CC1C=CC=CC=1[P](C1C=CC=CC=1C)([Pd](Cl)(Cl)[P](C1=C(C)C=CC=C1)(C1C=CC=CC=1C)C1C=CC=CC=1C)C1C=CC=CC=1C. The product is [CH3:11][O:12][C:13]1[C:14]([C:3]2[C:2]([Cl:1])=[CH:7][C:6]([Cl:8])=[CH:5][C:4]=2[Cl:9])=[CH:15][CH:16]=[CH:17][CH:18]=1. The yield is 0.610. (2) The reactants are I([O-])(=O)(=O)=O.[Na+].C([O-])(=O)C.[NH4+].CC1(C)C(C)(C)[O:16][B:15]([C:20]2[CH:25]=[CH:24][C:23]([N:26]([C:43](=[O:52])/[CH:44]=[CH:45]/[C:46]3[CH:51]=[CH:50][CH:49]=[CH:48][CH:47]=3)[CH2:27][C:28]([N:30]3[CH2:34][CH2:33][C@H:32]([NH:35][C:36](=[O:42])[O:37][C:38]([CH3:41])([CH3:40])[CH3:39])[CH2:31]3)=[O:29])=[CH:22][CH:21]=2)[O:14]1. The catalyst is O.CC(C)=O. The product is [B:15]([C:20]1[CH:21]=[CH:22][C:23]([N:26]([C:43](=[O:52])/[CH:44]=[CH:45]/[C:46]2[CH:51]=[CH:50][CH:49]=[CH:48][CH:47]=2)[CH2:27][C:28]([N:30]2[CH2:34][CH2:33][C@H:32]([NH:35][C:36](=[O:42])[O:37][C:38]([CH3:41])([CH3:40])[CH3:39])[CH2:31]2)=[O:29])=[CH:24][CH:25]=1)([OH:14])[OH:16]. The yield is 0.800. (3) The reactants are [CH3:1][O:2][C:3]1[CH:4]=[C:5]2[C:10](=[CH:11][C:12]=1[O:13][CH3:14])[N:9]=[CH:8][N:7]=[C:6]2[O:15][C:16]1[CH:22]=[CH:21][C:19]([NH2:20])=[C:18]([N+:23]([O-:25])=[O:24])[CH:17]=1.C(N(CC)CC)C.ClC(Cl)(O[C:37](=[O:43])OC(Cl)(Cl)Cl)Cl.[CH:45]([N:48]([CH:52]([CH3:54])[CH3:53])[CH2:49][CH2:50][NH2:51])([CH3:47])[CH3:46]. The catalyst is C(Cl)(Cl)Cl.O. The product is [CH:45]([N:48]([CH:52]([CH3:54])[CH3:53])[CH2:49][CH2:50][NH:51][C:37]([NH:20][C:19]1[CH:21]=[CH:22][C:16]([O:15][C:6]2[C:5]3[C:10](=[CH:11][C:12]([O:13][CH3:14])=[C:3]([O:2][CH3:1])[CH:4]=3)[N:9]=[CH:8][N:7]=2)=[CH:17][C:18]=1[N+:23]([O-:25])=[O:24])=[O:43])([CH3:47])[CH3:46]. The yield is 0.480. (4) The reactants are [C:1]([NH:4][CH2:5][CH2:6][CH:7]1[C:15]2[C:10](=[CH:11][CH:12]=[C:13]([NH:17][C:18](=O)[CH2:19][CH2:20][CH2:21][CH2:22][O:23][CH2:24][C:25]3[CH:30]=[CH:29][CH:28]=[CH:27][CH:26]=3)[C:14]=2[OH:16])[CH2:9][CH2:8]1)(=[O:3])[CH3:2].C1(C)C=CC(S([O-])(=O)=O)=CC=1.[NH+]1C=CC=CC=1. The catalyst is C1(C)C(C)=CC=CC=1. The product is [CH2:24]([O:23][CH2:22][CH2:21][CH2:20][CH2:19][C:18]1[O:16][C:14]2[C:15]3[CH:7]([CH2:6][CH2:5][NH:4][C:1](=[O:3])[CH3:2])[CH2:8][CH2:9][C:10]=3[CH:11]=[CH:12][C:13]=2[N:17]=1)[C:25]1[CH:26]=[CH:27][CH:28]=[CH:29][CH:30]=1. The yield is 0.910.